Task: Regression/Classification. Given a drug SMILES string, predict its absorption, distribution, metabolism, or excretion properties. Task type varies by dataset: regression for continuous measurements (e.g., permeability, clearance, half-life) or binary classification for categorical outcomes (e.g., BBB penetration, CYP inhibition). Dataset: pampa_ncats.. Dataset: PAMPA (Parallel Artificial Membrane Permeability Assay) permeability data from NCATS (1) The molecule is C1CN(CCN1CCOCC(=O)N)C(C2=CC=CC=C2)C3=CC=C(C=C3)Cl.Cl.Cl. The result is 1 (high permeability). (2) The molecule is C1=CC=C(C(=C1)C2=NC(=NO2)C3=CC(=CC=C3)C(=O)O)F. The result is 1 (high permeability).